From a dataset of Forward reaction prediction with 1.9M reactions from USPTO patents (1976-2016). Predict the product of the given reaction. (1) Given the reactants F[P-](F)(F)(F)(F)F.N1(OC(N(C)C)=[N+](C)C)C2N=CC=CC=2N=N1.[O:25]1[C:30]2([CH2:35][CH2:34][N:33]([CH2:36][C:37]3[C:38]([F:46])=[C:39]([CH2:43][CH2:44][OH:45])[CH:40]=[CH:41][CH:42]=3)[CH2:32][CH2:31]2)[CH2:29][NH:28][CH2:27][CH2:26]1.[CH:47]([C:50]1[CH:51]=[C:52]([C:55](O)=[O:56])[S:53][CH:54]=1)([CH3:49])[CH3:48].C(N(CC)CC)C, predict the reaction product. The product is: [F:46][C:38]1[C:39]([CH2:43][CH2:44][OH:45])=[CH:40][CH:41]=[CH:42][C:37]=1[CH2:36][N:33]1[CH2:34][CH2:35][C:30]2([O:25][CH2:26][CH2:27][N:28]([C:55]([C:52]3[S:53][CH:54]=[C:50]([CH:47]([CH3:49])[CH3:48])[CH:51]=3)=[O:56])[CH2:29]2)[CH2:31][CH2:32]1. (2) Given the reactants FC(F)(F)C(O)=O.[Cl:8][C:9]1[C:10]([F:38])=[C:11]([CH:15]2[C:19]([C:22]3[CH:27]=[CH:26][C:25]([Cl:28])=[CH:24][C:23]=3[F:29])([C:20]#[N:21])[CH:18]([CH2:30][C:31]([CH3:34])([CH3:33])[CH3:32])[NH:17][CH:16]2[C:35](O)=[O:36])[CH:12]=[CH:13][CH:14]=1.[C:39]([O:43][C:44]([N:46]1[CH2:51][CH2:50][CH:49]([NH2:52])[CH2:48][CH2:47]1)=[O:45])([CH3:42])([CH3:41])[CH3:40].CN(C(ON1N=NC2C=CC=NC1=2)=[N+](C)C)C.F[P-](F)(F)(F)(F)F.CCN(C(C)C)C(C)C.Cl, predict the reaction product. The product is: [C:39]([O:43][C:44]([N:46]1[CH2:51][CH2:50][CH:49]([NH:52][C:35]([C@H:16]2[C@H:15]([C:11]3[CH:12]=[CH:13][CH:14]=[C:9]([Cl:8])[C:10]=3[F:38])[C@:19]([C:22]3[CH:27]=[CH:26][C:25]([Cl:28])=[CH:24][C:23]=3[F:29])([C:20]#[N:21])[C@H:18]([CH2:30][C:31]([CH3:33])([CH3:34])[CH3:32])[NH:17]2)=[O:36])[CH2:48][CH2:47]1)=[O:45])([CH3:42])([CH3:40])[CH3:41].